This data is from Full USPTO retrosynthesis dataset with 1.9M reactions from patents (1976-2016). The task is: Predict the reactants needed to synthesize the given product. (1) Given the product [NH2:24][C:22]1[CH:21]=[CH:20][C:3]([O:4][C:5]2[N:10]=[CH:9][N:8]=[C:7]([N:11]([CH3:19])[C:12](=[O:18])[O:13][C:14]([CH3:17])([CH3:16])[CH3:15])[CH:6]=2)=[C:2]([F:1])[CH:23]=1, predict the reactants needed to synthesize it. The reactants are: [F:1][C:2]1[CH:23]=[C:22]([N+:24]([O-])=O)[CH:21]=[CH:20][C:3]=1[O:4][C:5]1[N:10]=[CH:9][N:8]=[C:7]([N:11]([CH3:19])[C:12](=[O:18])[O:13][C:14]([CH3:17])([CH3:16])[CH3:15])[CH:6]=1. (2) Given the product [CH3:30][O:29][C:28]1[C:2]([C:35]2[CH:34]=[N:33][N:32]([CH3:31])[CH:36]=2)=[CH:3][C:4]2[N:8]=[CH:7][N:6]([CH2:9][C:10]3[CH:26]=[CH:25][C:13]4[N:14]=[C:15]([NH:17][C@@H:18]5[CH2:23][CH2:22][CH2:21][CH2:20][C@H:19]5[OH:24])[S:16][C:12]=4[CH:11]=3)[C:5]=2[CH:27]=1, predict the reactants needed to synthesize it. The reactants are: Br[C:2]1[C:28]([O:29][CH3:30])=[CH:27][C:5]2[N:6]([CH2:9][C:10]3[CH:26]=[CH:25][C:13]4[N:14]=[C:15]([NH:17][C@@H:18]5[CH2:23][CH2:22][CH2:21][CH2:20][C@H:19]5[OH:24])[S:16][C:12]=4[CH:11]=3)[CH:7]=[N:8][C:4]=2[CH:3]=1.[CH3:31][N:32]1[CH:36]=[C:35](B2OC(C)(C)C(C)(C)O2)[CH:34]=[N:33]1.C([O-])([O-])=O.[K+].[K+].